Dataset: Full USPTO retrosynthesis dataset with 1.9M reactions from patents (1976-2016). Task: Predict the reactants needed to synthesize the given product. (1) Given the product [F:42][C:40]1([F:43])[CH2:41][CH:38]([CH2:37][O:31][C:27]2[CH:26]=[C:25]([N:24]3[C:18]4[N:17]=[CH:16][N:15]([CH2:14][C:2]5([OH:1])[CH2:3][CH2:4][N:5]([C:8]([C:10]6([CH3:13])[CH2:11][CH2:12]6)=[O:9])[CH2:6][CH2:7]5)[C:20](=[O:21])[C:19]=4[CH:22]=[N:23]3)[CH:30]=[CH:29][CH:28]=2)[CH2:39]1, predict the reactants needed to synthesize it. The reactants are: [OH:1][C:2]1([CH2:14][N:15]2[C:20](=[O:21])[C:19]3[CH:22]=[N:23][N:24]([C:25]4[CH:30]=[CH:29][CH:28]=[C:27]([OH:31])[CH:26]=4)[C:18]=3[N:17]=[CH:16]2)[CH2:7][CH2:6][N:5]([C:8]([C:10]2([CH3:13])[CH2:12][CH2:11]2)=[O:9])[CH2:4][CH2:3]1.CS(O[CH2:37][CH:38]1[CH2:41][C:40]([F:43])([F:42])[CH2:39]1)(=O)=O.C(=O)([O-])[O-].[K+].[K+]. (2) The reactants are: [CH2:1]([O:3][C:4](=[O:19])[C:5]([NH:7][C:8]1[CH:9]=[CH:10][C:11]([Br:18])=[C:12]2[C:17]=1[N:16]=[CH:15][CH:14]=[CH:13]2)=[O:6])[CH3:2].[N+:20]([O-])([OH:22])=[O:21]. Given the product [CH2:1]([O:3][C:4](=[O:19])[C:5]([NH:7][C:8]1[C:9]([N+:20]([O-:22])=[O:21])=[CH:10][C:11]([Br:18])=[C:12]2[C:17]=1[N:16]=[CH:15][CH:14]=[CH:13]2)=[O:6])[CH3:2], predict the reactants needed to synthesize it.